This data is from SARS-CoV-2 main protease (3CLPro) crystallographic fragment screen with 879 compounds. The task is: Binary Classification. Given a drug SMILES string, predict its activity (active/inactive) in a high-throughput screening assay against a specified biological target. (1) The compound is CCC(=O)Nc1ccc2[nH]c(=O)[nH]c2c1. The result is 0 (inactive). (2) The drug is CC(=O)N[C@@H](CCCC[NH3+])C(=O)NCC#CBr.O=C([O-])C(F)(F)F. The result is 0 (inactive).